Dataset: Full USPTO retrosynthesis dataset with 1.9M reactions from patents (1976-2016). Task: Predict the reactants needed to synthesize the given product. (1) Given the product [C:55]([O:54][C:52]([NH:51][C@@H:18]([CH2:17][CH2:16][NH:15][C:13]([O:12][C:11]1[CH:10]=[CH:9][C:8]([CH2:7][C@H:6]([NH:61][C:62]([O:64][C:65]([CH3:68])([CH3:67])[CH3:66])=[O:63])[C:5]([OH:69])=[O:4])=[CH:60][CH:59]=1)=[O:14])[C:19]([NH:21][C@H:22]([C:44]([NH:46][CH2:47][C:48]([NH2:50])=[O:49])=[O:45])[CH2:23][S:24][C:25]([C:38]1[CH:43]=[CH:42][CH:41]=[CH:40][CH:39]=1)([C:26]1[CH:31]=[CH:30][CH:29]=[CH:28][CH:27]=1)[C:32]1[CH:33]=[CH:34][CH:35]=[CH:36][CH:37]=1)=[O:20])=[O:53])([CH3:58])([CH3:57])[CH3:56], predict the reactants needed to synthesize it. The reactants are: C([O:4][C:5](=[O:69])[C@@H:6]([NH:61][C:62]([O:64][C:65]([CH3:68])([CH3:67])[CH3:66])=[O:63])[CH2:7][C:8]1[CH:60]=[CH:59][C:11]([O:12][C:13]([NH:15][CH2:16][CH2:17][C@H:18]([NH:51][C:52]([O:54][C:55]([CH3:58])([CH3:57])[CH3:56])=[O:53])[C:19]([NH:21][C@H:22]([C:44]([NH:46][CH2:47][C:48]([NH2:50])=[O:49])=[O:45])[CH2:23][S:24][C:25]([C:38]2[CH:43]=[CH:42][CH:41]=[CH:40][CH:39]=2)([C:32]2[CH:37]=[CH:36][CH:35]=[CH:34][CH:33]=2)[C:26]2[CH:31]=[CH:30][CH:29]=[CH:28][CH:27]=2)=[O:20])=[O:14])=[CH:10][CH:9]=1)C=C.C(N(CC)CC)C.C(O)=O. (2) Given the product [C:1]1([C:7]2[CH:12]=[C:11]([C:13]3[CH:14]=[CH:15][CH:16]=[CH:17][CH:18]=3)[N:10]=[C:9]([O:19][CH2:20][CH2:21][CH2:22][CH2:23][C:24]([C:27]3[N:28]=[N:29][N:30]([CH2:32][C:33]([OH:35])=[O:34])[N:31]=3)([CH3:26])[CH3:25])[CH:8]=2)[CH:2]=[CH:3][CH:4]=[CH:5][CH:6]=1, predict the reactants needed to synthesize it. The reactants are: [C:1]1([C:7]2[CH:12]=[C:11]([C:13]3[CH:18]=[CH:17][CH:16]=[CH:15][CH:14]=3)[N:10]=[C:9]([O:19][CH2:20][CH2:21][CH2:22][CH2:23][C:24]([C:27]3[N:28]=[N:29][N:30]([CH2:32][C:33]([O:35]CC)=[O:34])[N:31]=3)([CH3:26])[CH3:25])[CH:8]=2)[CH:6]=[CH:5][CH:4]=[CH:3][CH:2]=1.[Li+].[OH-]. (3) Given the product [O:21]1[C:25]2[CH:26]=[CH:27][CH:28]=[CH:29][C:24]=2[CH:23]=[C:22]1[S:30]([NH:1][C:2]1[CH:7]=[C:6]([F:8])[CH:5]=[CH:4][C:3]=1[S:9][CH2:10][C:11]1[CH:12]=[C:13]([CH:18]=[CH:19][CH:20]=1)[C:14]([O:16][CH3:17])=[O:15])(=[O:32])=[O:31], predict the reactants needed to synthesize it. The reactants are: [NH2:1][C:2]1[CH:7]=[C:6]([F:8])[CH:5]=[CH:4][C:3]=1[S:9][CH2:10][C:11]1[CH:12]=[C:13]([CH:18]=[CH:19][CH:20]=1)[C:14]([O:16][CH3:17])=[O:15].[O:21]1[C:25]2[CH:26]=[CH:27][CH:28]=[CH:29][C:24]=2[CH:23]=[C:22]1[S:30](Cl)(=[O:32])=[O:31]. (4) Given the product [CH3:22][C:20]1[CH2:19][N:18]([C:23]([O:25][C:26]([CH3:27])([CH3:29])[CH3:28])=[O:24])[C@H:17]([C:15]2[NH:16][C:12]([C:7]3[CH:6]=[CH:5][C:4]4[C:9](=[CH:10][CH:11]=[C:2]([C:35]#[C:34][Si:31]([CH3:33])([CH3:32])[CH3:30])[CH:3]=4)[CH:8]=3)=[CH:13][N:14]=2)[CH:21]=1, predict the reactants needed to synthesize it. The reactants are: Br[C:2]1[CH:3]=[C:4]2[C:9](=[CH:10][CH:11]=1)[CH:8]=[C:7]([C:12]1[NH:16][C:15]([C@@H:17]3[CH:21]=[C:20]([CH3:22])[CH2:19][N:18]3[C:23]([O:25][C:26]([CH3:29])([CH3:28])[CH3:27])=[O:24])=[N:14][CH:13]=1)[CH:6]=[CH:5]2.[CH3:30][Si:31]([C:34]#[CH:35])([CH3:33])[CH3:32].